Dataset: Full USPTO retrosynthesis dataset with 1.9M reactions from patents (1976-2016). Task: Predict the reactants needed to synthesize the given product. (1) Given the product [ClH:2].[Cl:2][CH2:3][CH2:4][CH:5]([C:17]1[CH:18]=[C:19]([F:25])[C:20]([F:24])=[C:21]([F:23])[CH:22]=1)[C:6]([NH:8][NH2:9])=[O:7], predict the reactants needed to synthesize it. The reactants are: Cl.[Cl:2][CH2:3][CH2:4][CH:5]([C:17]1[CH:22]=[C:21]([F:23])[C:20]([F:24])=[C:19]([F:25])[CH:18]=1)[C:6]([NH:8][NH:9]C(OC(C)(C)C)=O)=[O:7]. (2) Given the product [NH2:7][CH2:8][C:9]1[CH:38]=[CH:37][C:12]2[N:13]([CH2:32][CH2:33][CH:34]([CH3:35])[CH3:36])[C:14]([CH2:16][N:17]3[C:26]4[C:21](=[CH:22][CH:23]=[CH:24][CH:25]=4)[C:20](=[O:27])[N:19]([CH:28]4[CH2:29][CH2:30]4)[C:18]3=[O:31])=[N:15][C:11]=2[CH:10]=1, predict the reactants needed to synthesize it. The reactants are: C(OC(=O)[NH:7][CH2:8][C:9]1[CH:38]=[CH:37][C:12]2[N:13]([CH2:32][CH2:33][CH:34]([CH3:36])[CH3:35])[C:14]([CH2:16][N:17]3[C:26]4[C:21](=[CH:22][CH:23]=[CH:24][CH:25]=4)[C:20](=[O:27])[N:19]([CH:28]4[CH2:30][CH2:29]4)[C:18]3=[O:31])=[N:15][C:11]=2[CH:10]=1)(C)(C)C.C1(OC)C=CC=CC=1.C(O)(C(F)(F)F)=O.C(Cl)(=O)C.